This data is from Full USPTO retrosynthesis dataset with 1.9M reactions from patents (1976-2016). The task is: Predict the reactants needed to synthesize the given product. (1) The reactants are: C(=O)([O-])[O-].[Na+].[Na+].[ClH:7].[N:8]12[CH2:15][CH2:14][CH:11]([CH2:12][CH2:13]1)[C@@H:10]([NH:16][C:17]([C:19]1[S:20][C:21]3[CH:27]=[C:26](Br)[CH:25]=[CH:24][C:22]=3[CH:23]=1)=[O:18])[CH2:9]2.[C:29]1(B(O)O)[CH:34]=[CH:33][CH:32]=[CH:31][CH:30]=1. Given the product [ClH:7].[N:8]12[CH2:15][CH2:14][CH:11]([CH2:12][CH2:13]1)[C@@H:10]([NH:16][C:17]([C:19]1[S:20][C:21]3[CH:27]=[C:26]([C:29]4[CH:34]=[CH:33][CH:32]=[CH:31][CH:30]=4)[CH:25]=[CH:24][C:22]=3[CH:23]=1)=[O:18])[CH2:9]2, predict the reactants needed to synthesize it. (2) Given the product [CH2:11]([N:6]1[C:7]([CH2:9][CH3:10])=[CH:8][C:4]([C:1]([CH2:2][C@H:27]2[NH:30][C:29](=[O:31])[C@@H:28]2[C@H:32]([O:34][Si:35]([C:38]([CH3:39])([CH3:41])[CH3:40])([CH3:37])[CH3:36])[CH3:33])=[O:3])=[N:5]1)[CH3:12], predict the reactants needed to synthesize it. The reactants are: [C:1]([C:4]1[CH:8]=[C:7]([CH2:9][CH3:10])[N:6]([CH2:11][CH3:12])[N:5]=1)(=[O:3])[CH3:2].C[Si]([N-][Si](C)(C)C)(C)C.[Li+].C(O[C@H:27]1[NH:30][C:29](=[O:31])[C@@H:28]1[C@H:32]([O:34][Si:35]([C:38]([CH3:41])([CH3:40])[CH3:39])([CH3:37])[CH3:36])[CH3:33])(=O)C.[Cl-].[NH4+].